From a dataset of Peptide-MHC class I binding affinity with 185,985 pairs from IEDB/IMGT. Regression. Given a peptide amino acid sequence and an MHC pseudo amino acid sequence, predict their binding affinity value. This is MHC class I binding data. (1) The peptide sequence is RDWAHNSL. The MHC is HLA-A11:01 with pseudo-sequence HLA-A11:01. The binding affinity (normalized) is 0. (2) The peptide sequence is ATADLELAY. The MHC is HLA-A02:01 with pseudo-sequence HLA-A02:01. The binding affinity (normalized) is 0.380.